This data is from Full USPTO retrosynthesis dataset with 1.9M reactions from patents (1976-2016). The task is: Predict the reactants needed to synthesize the given product. (1) Given the product [CH3:17][C:14]1([CH3:16])[CH2:13][C:11]2[S:12][C:8]3[C:6](=[O:7])[NH:20][N:19]=[CH:18][C:9]=3[C:10]=2[CH2:15]1, predict the reactants needed to synthesize it. The reactants are: C(N[C:6]([C:8]1[S:12][C:11]2[CH2:13][C:14]([CH3:17])([CH3:16])[CH2:15][C:10]=2[C:9]=1[CH:18]=[N:19][NH2:20])=[O:7])(C)(C)C. (2) Given the product [C:26]([C:30]1[CH:34]=[C:33]([NH:35][C:36]([NH:23][CH2:22][C:16]2[CH:17]=[C:18]([F:21])[CH:19]=[CH:20][C:15]=2[O:14][C:10]2[CH:9]=[C:8]3[C:13](=[CH:12][CH:11]=2)[N:5]([CH2:4][CH:3]([O:2][CH3:1])[O:24][CH3:25])[N:6]=[CH:7]3)=[O:37])[N:32]([C:44]2[CH:49]=[CH:48][C:47]([CH3:50])=[CH:46][CH:45]=2)[N:31]=1)([CH3:29])([CH3:28])[CH3:27], predict the reactants needed to synthesize it. The reactants are: [CH3:1][O:2][CH:3]([O:24][CH3:25])[CH2:4][N:5]1[C:13]2[C:8](=[CH:9][C:10]([O:14][C:15]3[CH:20]=[CH:19][C:18]([F:21])=[CH:17][C:16]=3[CH2:22][NH2:23])=[CH:11][CH:12]=2)[CH:7]=[N:6]1.[C:26]([C:30]1[CH:34]=[C:33]([NH:35][C:36](=O)[O:37]CC(Cl)(Cl)Cl)[N:32]([C:44]2[CH:49]=[CH:48][C:47]([CH3:50])=[CH:46][CH:45]=2)[N:31]=1)([CH3:29])([CH3:28])[CH3:27].C(N(CC)C(C)C)(C)C. (3) Given the product [C:24]([O:23][C:21]([N:10]1[CH2:11][CH:12]2[C:8]([C:5]3[CH:4]=[CH:3][C:2]([Br:1])=[CH:7][CH:6]=3)([CH2:13]2)[CH2:9]1)=[O:22])([CH3:27])([CH3:26])[CH3:25], predict the reactants needed to synthesize it. The reactants are: [Br:1][C:2]1[CH:7]=[CH:6][C:5]([C:8]23[CH2:13][CH:12]2[CH2:11][NH:10][CH2:9]3)=[CH:4][CH:3]=1.C(N(CC)CC)C.[C:21](O[C:21]([O:23][C:24]([CH3:27])([CH3:26])[CH3:25])=[O:22])([O:23][C:24]([CH3:27])([CH3:26])[CH3:25])=[O:22]. (4) Given the product [Br:42][C:43]1[C:44]([C:49](=[O:50])[N:51]([CH2:52][CH2:53][CH2:54][CH3:55])[CH2:56][CH2:57][CH2:58][CH3:59])=[N:45][N:46]([C:61]2[CH:76]=[CH:75][C:64]([C:65]([O:67][CH2:68][C:69]3[CH:70]=[CH:71][CH:72]=[CH:73][CH:74]=3)=[O:66])=[CH:63][C:62]=2[C:77]([N:79]2[CH2:88][CH2:87][C:86]3[C:81](=[CH:82][CH:83]=[CH:84][CH:85]=3)[CH2:80]2)=[O:78])[C:47]=1[CH3:48], predict the reactants needed to synthesize it. The reactants are: ClC1C(C(=O)N(CCCC)CCCC)=NN(C2C=CC(C(OCC)=O)=CC=2C(N2CCC3C(=CC=CC=3)C2)=O)C=1C.[Br:42][C:43]1[C:44]([C:49]([N:51]([CH2:56][CH2:57][CH2:58][CH3:59])[CH2:52][CH2:53][CH2:54][CH3:55])=[O:50])=[N:45][NH:46][C:47]=1[CH3:48].F[C:61]1[CH:76]=[CH:75][C:64]([C:65]([O:67][CH2:68][C:69]2[CH:74]=[CH:73][CH:72]=[CH:71][CH:70]=2)=[O:66])=[CH:63][C:62]=1[C:77]([N:79]1[CH2:88][CH2:87][C:86]2[C:81](=[CH:82][CH:83]=[CH:84][CH:85]=2)[CH2:80]1)=[O:78]. (5) Given the product [OH:21][C:7]1[CH:8]=[C:9]([C:12]2[CH:20]=[CH:19][CH:18]=[C:14]([C:15]([N:42]3[CH2:43][CH2:44][N:39]([CH3:38])[CH2:40][CH2:41]3)=[O:16])[CH:13]=2)[CH:10]=[C:11]2[C:6]=1[N:5]=[CH:4][NH:3][C:2]2=[O:1], predict the reactants needed to synthesize it. The reactants are: [O:1]=[C:2]1[C:11]2[C:6](=[C:7]([O:21]COCC[Si](C)(C)C)[CH:8]=[C:9]([C:12]3[CH:13]=[C:14]([CH:18]=[CH:19][CH:20]=3)[C:15](O)=[O:16])[CH:10]=2)[N:5]=[CH:4][N:3]1COCC[Si](C)(C)C.[CH3:38][N:39]1[CH2:44][CH2:43][NH:42][CH2:41][CH2:40]1. (6) Given the product [CH3:35][NH:34][C:24]1[N:23]=[C:22]([N:16]2[CH2:17][CH2:18][CH:13]([C:11]([NH:10][CH2:9][C:4]3[CH:5]=[CH:6][CH:7]=[CH:8][C:3]=3[C:2]([F:1])([F:19])[F:20])=[O:12])[CH2:14][CH2:15]2)[CH:27]=[C:26]([C:28]2[CH:29]=[CH:30][CH:31]=[CH:32][CH:33]=2)[N:25]=1, predict the reactants needed to synthesize it. The reactants are: [F:1][C:2]([F:20])([F:19])[C:3]1[CH:8]=[CH:7][CH:6]=[CH:5][C:4]=1[CH2:9][NH:10][C:11]([CH:13]1[CH2:18][CH2:17][NH:16][CH2:15][CH2:14]1)=[O:12].Cl[C:22]1[CH:27]=[C:26]([C:28]2[CH:33]=[CH:32][CH:31]=[CH:30][CH:29]=2)[N:25]=[C:24]([NH:34][CH3:35])[N:23]=1.